Dataset: Forward reaction prediction with 1.9M reactions from USPTO patents (1976-2016). Task: Predict the product of the given reaction. (1) Given the reactants [OH:1][C:2]1[CH:3]=[C:4]([CH:7]=[CH:8][C:9]=1[N+:10]([O-:12])=[O:11])[CH:5]=O.[CH3:13][NH:14][CH3:15], predict the reaction product. The product is: [CH3:13][N:14]([CH2:5][C:4]1[CH:7]=[CH:8][C:9]([N+:10]([O-:12])=[O:11])=[C:2]([OH:1])[CH:3]=1)[CH3:15]. (2) Given the reactants [Cl:1][C:2]1[CH:7]=[C:6]([NH:8][C:9]2[CH:14]=[CH:13][C:12]([F:15])=[CH:11][C:10]=2F)[CH:5]=[CH:4][C:3]=1[C:17]([C:19]1[CH:24]=[C:23]([C:25]#[CH:26])[CH:22]=[CH:21][C:20]=1[CH3:27])=[O:18].ClC1C=C(NC2C=CC(F)=CC=2)C=CC=1C(C1C=C(C#C[Si](C)(C)C)C=CC=1C)=O, predict the reaction product. The product is: [Cl:1][C:2]1[CH:7]=[C:6]([NH:8][C:9]2[CH:10]=[CH:11][C:12]([F:15])=[CH:13][CH:14]=2)[CH:5]=[CH:4][C:3]=1[C:17]([C:19]1[CH:24]=[C:23]([C:25]#[CH:26])[CH:22]=[CH:21][C:20]=1[CH3:27])=[O:18]. (3) Given the reactants [S:1]1[CH:5]=[CH:4][N:3]=[C:2]1[CH2:6][C:7]1[CH2:12][CH2:11][N:10]([C:13](=[O:16])[CH:14]=[CH2:15])[CH2:9][CH:8]=1.Br[C:18]1[CH:19]=[C:20]2[C:37](=[N:38][CH:39]=1)[NH:36][C:35](=[O:40])[C:22]1([CH2:27][CH2:26][N:25]([C:28]([O:30][C:31]([CH3:34])([CH3:33])[CH3:32])=[O:29])[CH2:24][CH2:23]1)[CH2:21]2.CCN(C(C)C)C(C)C.CC1C=CC=CC=1P(C1C=CC=CC=1C)C1C=CC=CC=1C, predict the reaction product. The product is: [O:40]=[C:35]1[C:22]2([CH2:27][CH2:26][N:25]([C:28]([O:30][C:31]([CH3:34])([CH3:33])[CH3:32])=[O:29])[CH2:24][CH2:23]2)[CH2:21][C:20]2[C:37](=[N:38][CH:39]=[C:18](/[CH:15]=[CH:14]/[C:13](=[O:16])[N:10]3[CH2:11][CH2:12][C:7]([CH2:6][C:2]4[S:1][CH:5]=[CH:4][N:3]=4)=[CH:8][CH2:9]3)[CH:19]=2)[NH:36]1. (4) Given the reactants FC(F)(F)C(O)=O.[O:8]1[C:12]2[CH:13]=[CH:14][CH:15]=[CH:16][C:11]=2[N:10]=[C:9]1[N:17]1[CH2:22][CH2:21][CH2:20][CH2:19][C@H:18]1[C:23]([NH:25][CH2:26][CH2:27][N:28]1[C@@H:33]([CH3:34])[CH2:32][N:31](C(OC(C)(C)C)=O)[CH2:30][C@H:29]1[CH3:42])=[O:24], predict the reaction product. The product is: [O:8]1[C:12]2[CH:13]=[CH:14][CH:15]=[CH:16][C:11]=2[N:10]=[C:9]1[N:17]1[CH2:22][CH2:21][CH2:20][CH2:19][C@H:18]1[C:23]([NH:25][CH2:26][CH2:27][N:28]1[C@H:33]([CH3:34])[CH2:32][NH:31][CH2:30][C@@H:29]1[CH3:42])=[O:24]. (5) Given the reactants [CH3:1][O:2][C:3]1[CH:8]=[CH:7][C:6]([NH:9][C:10]2[N:21]=[CH:20][CH:19]=[CH:18][C:11]=2[C:12]([NH:14][CH2:15][C:16]#[CH:17])=[O:13])=[CH:5][CH:4]=1.[N:22]([CH2:25][C:26]1[CH:31]=[CH:30][CH:29]=[C:28](OC2C=CC=CC=2)[CH:27]=1)=[N+:23]=[N-:24].O.[O:40]=[C:41]1O[C@H]([C@H](CO)O)C([O-])=C1O.[Na+], predict the reaction product. The product is: [CH3:41][O:40][C:29]1[CH:28]=[CH:27][C:26]([CH2:25][N:22]2[CH:17]=[C:16]([CH2:15][NH:14][C:12](=[O:13])[C:11]3[CH:18]=[CH:19][CH:20]=[N:21][C:10]=3[NH:9][C:6]3[CH:7]=[CH:8][C:3]([O:2][CH3:1])=[CH:4][CH:5]=3)[N:24]=[N:23]2)=[CH:31][CH:30]=1.